From a dataset of Full USPTO retrosynthesis dataset with 1.9M reactions from patents (1976-2016). Predict the reactants needed to synthesize the given product. (1) Given the product [C:18]([C:15]1[CH:16]=[CH:17][C:12]([C:9]2([O:8][CH2:1][C:2]3[CH:3]=[CH:4][CH:5]=[CH:6][CH:7]=3)[CH2:11][CH2:10]2)=[CH:13][CH:14]=1)#[CH:19], predict the reactants needed to synthesize it. The reactants are: [CH2:1]([O:8][C:9]1([C:12]2[CH:17]=[CH:16][C:15]([C:18]#[C:19][Si](C)(C)C)=[CH:14][CH:13]=2)[CH2:11][CH2:10]1)[C:2]1[CH:7]=[CH:6][CH:5]=[CH:4][CH:3]=1.C(=O)([O-])[O-].[K+].[K+]. (2) The reactants are: [Cl:1][CH2:2][C:3]([NH:5][C:6]1[CH:11]=[CH:10][CH:9]=[CH:8][N:7]=1)=[O:4].[S:12]1[CH:16]=[C:15]([CH:17]([NH:29][C:30]2[CH:35]=[CH:34][CH:33]=[CH:32][CH:31]=2)[C:18]([O:20][C@@H:21]2[CH:26]3[CH2:27][CH2:28][N:23]([CH2:24][CH2:25]3)[CH2:22]2)=[O:19])[C:14]2[CH:36]=[CH:37][CH:38]=[CH:39][C:13]1=2. Given the product [Cl-:1].[S:12]1[CH:16]=[C:15]([CH:17]([NH:29][C:30]2[CH:35]=[CH:34][CH:33]=[CH:32][CH:31]=2)[C:18]([O:20][C@@H:21]2[CH:26]3[CH2:27][CH2:28][N+:23]([CH2:2][C:3](=[O:4])[NH:5][C:6]4[CH:11]=[CH:10][CH:9]=[CH:8][N:7]=4)([CH2:24][CH2:25]3)[CH2:22]2)=[O:19])[C:14]2[CH:36]=[CH:37][CH:38]=[CH:39][C:13]1=2, predict the reactants needed to synthesize it. (3) The reactants are: [Cl:1][CH2:2][CH2:3][C:4]1[CH:5]=[CH:6][C:7]2[O:12][CH2:11][C:10](=[O:13])[NH:9][C:8]=2[CH:14]=1.[H-].[Na+].IC.[CH2:19]1COC[CH2:20]1. Given the product [Cl:1][CH2:2][CH2:3][C:4]1[CH:5]=[CH:6][C:7]2[O:12][CH2:11][C:10](=[O:13])[N:9]([CH2:19][CH3:20])[C:8]=2[CH:14]=1, predict the reactants needed to synthesize it.